This data is from Full USPTO retrosynthesis dataset with 1.9M reactions from patents (1976-2016). The task is: Predict the reactants needed to synthesize the given product. (1) Given the product [C:7]([C:9]1[CH:17]=[CH:16][C:12]([C:13]([O:15][CH3:1])=[O:14])=[C:11]([F:18])[CH:10]=1)#[N:8], predict the reactants needed to synthesize it. The reactants are: [C:1](=O)([O-])[O-].[K+].[K+].[C:7]([C:9]1[CH:17]=[CH:16][C:12]([C:13]([OH:15])=[O:14])=[C:11]([F:18])[CH:10]=1)#[N:8].IC. (2) The reactants are: N[CH:2](C1C=CC(OC)=C(OC)C=1)CC(O)=O.[NH2:17][CH:18]([C:23]1[CH:28]=[CH:27][C:26]([Cl:29])=[CH:25][CH:24]=1)[CH2:19][C:20]([OH:22])=[O:21]. Given the product [NH2:17][CH:18]([C:23]1[CH:24]=[CH:25][C:26]([Cl:29])=[CH:27][CH:28]=1)[CH2:19][C:20]([O:22][CH3:2])=[O:21], predict the reactants needed to synthesize it. (3) Given the product [Br:9][C:4]1[CH:5]=[C:6]([CH3:8])[CH:7]=[C:2]([CH2:1][Br:17])[CH:3]=1, predict the reactants needed to synthesize it. The reactants are: [CH3:1][C:2]1[CH:3]=[C:4]([Br:9])[CH:5]=[C:6]([CH3:8])[CH:7]=1.C1C(=O)N([Br:17])C(=O)C1. (4) The reactants are: [O:1]=[C:2]1[NH:6][C:5]2[CH:7]=[CH:8][CH:9]=[CH:10][C:4]=2[N:3]1[CH:11]1[CH2:16][CH2:15][N:14]([C:17]([O:19][CH2:20][C@@H:21]([N:23]([CH2:31][C:32]2[CH:37]=[CH:36][CH:35]=[CH:34][CH:33]=2)[CH2:24][C:25]2[CH:30]=[CH:29][CH:28]=[CH:27][CH:26]=2)[CH3:22])=[O:18])[CH2:13][CH2:12]1.[C:38](Cl)(=[O:45])[C:39]1[CH:44]=[CH:43][CH:42]=[CH:41][CH:40]=1. Given the product [O:1]=[C:2]1[N:6]([C:38](=[O:45])[C:39]2[CH:44]=[CH:43][CH:42]=[CH:41][CH:40]=2)[C:5]2[CH:7]=[CH:8][CH:9]=[CH:10][C:4]=2[N:3]1[CH:11]1[CH2:12][CH2:13][N:14]([C:17]([O:19][CH2:20][C@@H:21]([N:23]([CH2:24][C:25]2[CH:26]=[CH:27][CH:28]=[CH:29][CH:30]=2)[CH2:31][C:32]2[CH:37]=[CH:36][CH:35]=[CH:34][CH:33]=2)[CH3:22])=[O:18])[CH2:15][CH2:16]1, predict the reactants needed to synthesize it. (5) Given the product [CH3:47][O:46][C:45]1[CH:48]=[CH:49][C:42]([C:41]([O:32][CH2:31][C@H:28]2[O:27][C@@H:26]([N:33]3[CH:40]=[CH:39][C:37](=[O:38])[NH:36][C:34]3=[O:35])[C@H:25]([O:24][CH2:23][C:5]3[C:6]4[C:17]5=[C:18]6[C:9](=[CH:8][CH:7]=4)[CH:10]=[CH:11][CH:12]=[C:13]6[CH:14]=[CH:15][C:16]5=[CH:3][CH:4]=3)[C@@H:29]2[OH:30])([C:58]2[CH:63]=[CH:62][CH:61]=[CH:60][CH:59]=2)[C:50]2[CH:57]=[CH:56][C:53]([O:54][CH3:55])=[CH:52][CH:51]=2)=[CH:43][CH:44]=1, predict the reactants needed to synthesize it. The reactants are: CO[C:3]1[CH:4]=[C:5]([CH2:23][O:24][C@@H:25]2[C@H:29]([OH:30])[C@@H:28]([CH2:31][OH:32])[O:27][C@H:26]2[N:33]2[CH:40]=[CH:39][C:37](=[O:38])[NH:36][C:34]2=[O:35])[C:6]2[C:17]3=[C:18]4[C:9]([CH:10]=[C:11](C(C)(C)C)[CH:12]=[C:13]4[CH:14]=[CH:15][C:16]=13)=[CH:8][CH:7]=2.[C:41](Cl)([C:58]1[CH:63]=[CH:62][CH:61]=[CH:60][CH:59]=1)([C:50]1[CH:57]=[CH:56][C:53]([O:54][CH3:55])=[CH:52][CH:51]=1)[C:42]1[CH:49]=[CH:48][C:45]([O:46][CH3:47])=[CH:44][CH:43]=1. (6) Given the product [OH:20][CH:19]([CH2:18][CH2:17][CH2:16][CH2:15][CH2:14][CH2:13][C:7]1[CH:12]=[CH:11][CH:10]=[CH:9][CH:8]=1)[C:21]#[N:22], predict the reactants needed to synthesize it. The reactants are: C(OCC)(=O)C.[C:7]1([CH2:13][CH2:14][CH2:15][CH2:16][CH2:17][CH2:18][CH:19]=[O:20])[CH:12]=[CH:11][CH:10]=[CH:9][CH:8]=1.[C-:21]#[N:22].[K+]. (7) Given the product [CH3:13][O:12][C:9]1[CH:10]=[CH:11][C:6]2[NH:5][C:3](=[O:4])[CH2:2][O:14][C:7]=2[CH:8]=1, predict the reactants needed to synthesize it. The reactants are: Cl[CH2:2][C:3]([NH:5][C:6]1[CH:11]=[CH:10][C:9]([O:12][CH3:13])=[CH:8][C:7]=1[OH:14])=[O:4].C(=O)([O-])[O-].[K+].[K+].[I-].[Na+].O.